The task is: Regression. Given a peptide amino acid sequence and an MHC pseudo amino acid sequence, predict their binding affinity value. This is MHC class I binding data.. This data is from Peptide-MHC class I binding affinity with 185,985 pairs from IEDB/IMGT. (1) The binding affinity (normalized) is 0.213. The peptide sequence is RTRAGRHAF. The MHC is HLA-C04:01 with pseudo-sequence HLA-C04:01. (2) The peptide sequence is FPFLYKFLL. The MHC is HLA-B27:05 with pseudo-sequence HLA-B27:05. The binding affinity (normalized) is 0.183. (3) The peptide sequence is VWAPLILAYFPVF. The MHC is HLA-A30:01 with pseudo-sequence HLA-A30:01. The binding affinity (normalized) is 0.0105. (4) The peptide sequence is FHIVNQESL. The MHC is HLA-A02:19 with pseudo-sequence HLA-A02:19. The binding affinity (normalized) is 0.0847. (5) The peptide sequence is GLYSSTVPVF. The MHC is Patr-A0701 with pseudo-sequence Patr-A0701. The binding affinity (normalized) is 0.0708. (6) The peptide sequence is ATAGLTHMMIW. The MHC is HLA-A30:02 with pseudo-sequence HLA-A30:02. The binding affinity (normalized) is 0.118. (7) The peptide sequence is EVPAQYLTY. The MHC is HLA-A24:03 with pseudo-sequence HLA-A24:03. The binding affinity (normalized) is 0.0847. (8) The peptide sequence is RPAPATGAL. The MHC is HLA-B08:01 with pseudo-sequence HLA-B08:01. The binding affinity (normalized) is 0.0847.